The task is: Predict which catalyst facilitates the given reaction.. This data is from Catalyst prediction with 721,799 reactions and 888 catalyst types from USPTO. (1) Reactant: C([O:3][C:4]([C:6]1[CH:11]=[CH:10][C:9]([C:12]2[CH:17]=[C:16]([NH:18][C:19]([O:21][C:22]([CH3:25])([CH3:24])[CH3:23])=[O:20])[CH:15]=[CH:14][C:13]=2[CH3:26])=[CH:8][CH:7]=1)=[O:5])C.[OH-].[Na+]. Product: [C:22]([O:21][C:19]([NH:18][C:16]1[CH:15]=[CH:14][C:13]([CH3:26])=[C:12]([C:9]2[CH:8]=[CH:7][C:6]([C:4]([OH:5])=[O:3])=[CH:11][CH:10]=2)[CH:17]=1)=[O:20])([CH3:25])([CH3:24])[CH3:23]. The catalyst class is: 8. (2) Reactant: [CH3:1][C:2]1[C:7]([C:8]([OH:10])=[O:9])=[C:6]([CH3:11])[N:5]=[CH:4][N:3]=1.N[CH2:13][C:14]1C=C(C=CC=1)CN(CC1NC2C=CC=CC=2N=1)C1C2N=CC=CC=2CCC1.C1C=CC2N(O)N=NC=2C=1.CN1CCOCC1.CCN=C=NCCCN(C)C. Product: [CH2:13]([O:9][C:8]([C:7]1[C:2]([CH3:1])=[N:3][CH:4]=[N:5][C:6]=1[CH3:11])=[O:10])[CH3:14]. The catalyst class is: 3. (3) Reactant: [C:1]([O:5][C:6]([N:8]1[CH2:13][CH2:12][N:11](C(OCC2C=CC=CC=2)=O)[CH:10]([C:24](=[O:36])[NH:25][C:26]2[CH:35]=[CH:34][C:33]3[C:28](=[CH:29][CH:30]=[CH:31][CH:32]=3)[CH:27]=2)[CH2:9]1)=[O:7])([CH3:4])([CH3:3])[CH3:2]. Product: [C:1]([O:5][C:6]([N:8]1[CH2:13][CH2:12][NH:11][CH:10]([C:24](=[O:36])[NH:25][C:26]2[CH:35]=[CH:34][C:33]3[C:28](=[CH:29][CH:30]=[CH:31][CH:32]=3)[CH:27]=2)[CH2:9]1)=[O:7])([CH3:4])([CH3:2])[CH3:3]. The catalyst class is: 5. (4) Reactant: C[Al](C)C.[F:5][C:6]([F:10])([F:9])[CH2:7][NH2:8].C[O:12][C:13](=O)[C:14]1[CH:19]=[CH:18][C:17]([O:20][CH2:21][C:22]2[C:23]([C:28]3[CH:33]=[CH:32][CH:31]=[CH:30][C:29]=3[F:34])=[N:24][O:25][C:26]=2[CH3:27])=[N:16][CH:15]=1.O. Product: [F:34][C:29]1[CH:30]=[CH:31][CH:32]=[CH:33][C:28]=1[C:23]1[C:22]([CH2:21][O:20][C:17]2[CH:18]=[CH:19][C:14]([C:13]([NH:8][CH2:7][C:6]([F:10])([F:9])[F:5])=[O:12])=[CH:15][N:16]=2)=[C:26]([CH3:27])[O:25][N:24]=1. The catalyst class is: 12. (5) Reactant: Cl.[CH3:2][N:3]([CH2:10][C:11]1[CH:20]=[CH:19][C:14]([C:15]([O:17][CH3:18])=[O:16])=[CH:13][CH:12]=1)[CH2:4][CH:5]1[CH2:9][CH2:8][CH2:7][NH:6]1.[Br:21][C:22]1[CH:36]=[CH:35][C:25]([O:26][C:27]2[CH:34]=[CH:33][C:30]([CH:31]=O)=[CH:29][CH:28]=2)=[CH:24][CH:23]=1.C(N(C(C)C)CC)(C)C.C(O[BH-](OC(=O)C)OC(=O)C)(=O)C.[Na+].C(=O)(O)[O-].[Na+]. Product: [Br:21][C:22]1[CH:36]=[CH:35][C:25]([O:26][C:27]2[CH:34]=[CH:33][C:30]([CH2:31][N:6]3[CH2:7][CH2:8][CH2:9][C@@H:5]3[CH2:4][N:3]([CH2:10][C:11]3[CH:12]=[CH:13][C:14]([C:15]([O:17][CH3:18])=[O:16])=[CH:19][CH:20]=3)[CH3:2])=[CH:29][CH:28]=2)=[CH:24][CH:23]=1. The catalyst class is: 68. (6) Reactant: [CH:1]([O:4][C:5]([N:7]1[CH2:12][CH2:11][CH:10]([C:13]2[O:14][C:15]3[CH:21]=[CH:20][C:19]([C:22]4[CH:31]=[CH:30][C:25]([C:26]([O:28]C)=[O:27])=[CH:24][N:23]=4)=[CH:18][C:16]=3[N:17]=2)[CH2:9][CH2:8]1)=[O:6])([CH3:3])[CH3:2].CC1(C)C(C)(C)OB(C2C=CC3OC(C4CCN(C(OC(C)C)=O)CC4)=NC=3C=2)O1.ClC1C=CC(C(OC)=O)=CN=1.C([O-])([O-])=O.[K+].[K+]. Product: [CH:1]([O:4][C:5]([N:7]1[CH2:8][CH2:9][CH:10]([C:13]2[O:14][C:15]3[CH:21]=[CH:20][C:19]([C:22]4[CH:31]=[CH:30][C:25]([C:26]([OH:28])=[O:27])=[CH:24][N:23]=4)=[CH:18][C:16]=3[N:17]=2)[CH2:11][CH2:12]1)=[O:6])([CH3:3])[CH3:2]. The catalyst class is: 5. (7) Reactant: [Si]([O:8][CH2:9][CH2:10][NH:11][C@:12]12[CH2:47][CH2:46][C@@H:45]([C:48]([CH3:50])=[CH2:49])[C@@H:13]1[C@@H:14]1[C@@:27]([CH3:30])([CH2:28][CH2:29]2)[C@@:26]2([CH3:31])[C@@H:17]([C@:18]3([CH3:44])[C@@H:23]([CH2:24][CH2:25]2)[C:22]([CH3:33])([CH3:32])[C:21]([C:34]2[CH:43]=[CH:42][C:37]([C:38]([O:40]C)=[O:39])=[CH:36][CH:35]=2)=[CH:20][CH2:19]3)[CH2:16][CH2:15]1)(C(C)(C)C)(C)C.CCCC[N+](CCCC)(CCCC)CCCC.[F-]. Product: [OH:8][CH2:9][CH2:10][NH:11][C@:12]12[CH2:47][CH2:46][C@@H:45]([C:48]([CH3:50])=[CH2:49])[C@@H:13]1[C@@H:14]1[C@@:27]([CH3:30])([CH2:28][CH2:29]2)[C@@:26]2([CH3:31])[C@@H:17]([C@:18]3([CH3:44])[C@@H:23]([CH2:24][CH2:25]2)[C:22]([CH3:33])([CH3:32])[C:21]([C:34]2[CH:35]=[CH:36][C:37]([C:38]([OH:40])=[O:39])=[CH:42][CH:43]=2)=[CH:20][CH2:19]3)[CH2:16][CH2:15]1. The catalyst class is: 20. (8) Reactant: [H-].[Na+].[OH:3][CH:4]1[CH2:9][CH2:8][O:7][CH2:6][CH2:5]1.[Br:10][C:11]1[CH:16]=[CH:15][N:14]=[C:13](Cl)[CH:12]=1. Product: [Br:10][C:11]1[CH:16]=[CH:15][N:14]=[C:13]([O:3][CH:4]2[CH2:9][CH2:8][O:7][CH2:6][CH2:5]2)[CH:12]=1. The catalyst class is: 1. (9) Reactant: [NH2:1][C:2]1[C:11]([C:12]#[N:13])=[C:10](Cl)[C:9]2[C:4](=[CH:5][CH:6]=[CH:7][CH:8]=2)[N:3]=1.[O:15]1[CH:19]=[CH:18][CH:17]=[C:16]1[CH2:20][NH2:21]. Product: [NH2:1][C:2]1[C:11]([C:12]#[N:13])=[C:10]([NH:21][CH2:20][C:16]2[O:15][CH:19]=[CH:18][CH:17]=2)[C:9]2[C:4](=[CH:5][CH:6]=[CH:7][CH:8]=2)[N:3]=1. The catalyst class is: 6. (10) Reactant: [CH3:1][C@H:2]([C:15]([OH:17])=[O:16])[C:3]1[CH:4]=[CH:5][C:6]2[CH:7]=[C:8]([O:13][CH3:14])[CH:9]=[CH:10][C:11]=2[CH:12]=1.OC1C2N=NNC=2C=CC=1.C1CCC(N=C=NC2CCCCC2)CC1.O[C:44]1[CH:52]=[CH:51][C:47]([C:48]([NH2:50])=[O:49])=[CH:46][CH:45]=1. Product: [CH3:14][O:13][C:8]1[CH:9]=[CH:10][C:11]2[C:6](=[CH:5][CH:4]=[C:3]([CH:2]([CH3:1])[C:15]([O:17][C:44]3[CH:52]=[CH:51][C:47]([C:48](=[O:49])[NH2:50])=[CH:46][CH:45]=3)=[O:16])[CH:12]=2)[CH:7]=1. The catalyst class is: 42.